From a dataset of Full USPTO retrosynthesis dataset with 1.9M reactions from patents (1976-2016). Predict the reactants needed to synthesize the given product. (1) Given the product [C:1]([C:3]1[CH:8]=[CH:7][C:6]([C@@H:9]2[C:14]([C:15]#[N:16])=[C:13]([CH3:17])[N:12]([C:18]3[CH:23]=[CH:22][CH:21]=[C:20]([C:24]([F:26])([F:27])[F:25])[CH:19]=3)[C:11](=[O:28])[N:10]2[CH3:29])=[C:5]([S:30][C:41]([F:44])([F:43])[F:42])[CH:4]=1)#[N:2], predict the reactants needed to synthesize it. The reactants are: [C:1]([C:3]1[CH:8]=[CH:7][C:6]([C@@H:9]2[C:14]([C:15]#[N:16])=[C:13]([CH3:17])[N:12]([C:18]3[CH:23]=[CH:22][CH:21]=[C:20]([C:24]([F:27])([F:26])[F:25])[CH:19]=3)[C:11](=[O:28])[N:10]2[CH3:29])=[C:5]([SH:30])[CH:4]=1)#[N:2].CC1(C)C2C=CC=CC=2I([C:41]([F:44])([F:43])[F:42])O1. (2) Given the product [C:34]([C:38]1[CH:39]=[CH:40][C:41]([CH2:42][N:32]2[CH:31]=[CH:30][N:29]=[C:28]2[CH:8]([NH:7][C:6](=[O:33])[O:5][C:1]([CH3:4])([CH3:2])[CH3:3])[CH2:9][C:10]2[CH:18]=[C:17]([CH3:19])[C:16]3[C:12](=[CH:13][N:14]([CH2:20][O:21][CH2:22][CH2:23][Si:24]([CH3:25])([CH3:27])[CH3:26])[N:15]=3)[CH:11]=2)=[CH:44][CH:45]=1)([CH3:37])([CH3:35])[CH3:36], predict the reactants needed to synthesize it. The reactants are: [C:1]([O:5][C:6](=[O:33])[NH:7][CH:8]([C:28]1[NH:29][CH:30]=[CH:31][N:32]=1)[CH2:9][C:10]1[CH:18]=[C:17]([CH3:19])[C:16]2[C:12](=[CH:13][N:14]([CH2:20][O:21][CH2:22][CH2:23][Si:24]([CH3:27])([CH3:26])[CH3:25])[N:15]=2)[CH:11]=1)([CH3:4])([CH3:3])[CH3:2].[C:34]([C:38]1[CH:45]=[CH:44][C:41]([CH2:42]Br)=[CH:40][CH:39]=1)([CH3:37])([CH3:36])[CH3:35].C(=O)([O-])[O-].[K+].[K+]. (3) Given the product [C:14]([C:13]1[CH:12]=[C:11]([C:10]2[N:9]([CH2:23][CH2:24][CH2:25][CH2:26][C:27]([O:29][CH2:30][CH3:31])=[O:28])[CH:8]=[C:7]3[C:6]=2[C:5](=[O:19])[N:4]([CH3:20])[C:3](=[O:21])[N:2]3[CH3:1])[CH:18]=[CH:17][CH:16]=1)#[N:15], predict the reactants needed to synthesize it. The reactants are: [CH3:1][N:2]1[C:7]2=[CH:8][NH:9][C:10]([C:11]3[CH:12]=[C:13]([CH:16]=[CH:17][CH:18]=3)[C:14]#[N:15])=[C:6]2[C:5](=[O:19])[N:4]([CH3:20])[C:3]1=[O:21].Br[CH2:23][CH2:24][CH2:25][CH2:26][C:27]([O:29][CH2:30][CH3:31])=[O:28]. (4) Given the product [C:59]([OH:65])([C:61]([F:64])([F:63])[F:62])=[O:60].[OH2:4].[Cl:53][C:50]1[CH:49]=[CH:48][C:47]([C@@H:45]([NH:44][C:42](=[O:43])/[CH:41]=[CH:40]/[C@:23]23[CH2:35][C:34](=[O:36])[C:33]([CH:37]([CH3:39])[CH3:38])=[C:24]2[C@@H:25]2[C@@:20]([CH3:54])([CH2:21][CH2:22]3)[C@@:19]3([CH3:55])[C@@H:28]([C@:29]4([CH3:32])[C@@H:16]([CH2:17][CH2:18]3)[C:15]([CH3:56])([CH3:57])[C@@H:14]([O:13][C:11](=[O:12])[CH2:10][C:2]([CH3:1])([CH3:58])[C:3]([OH:5])=[O:4])[CH2:31][CH2:30]4)[CH2:27][CH2:26]2)[CH3:46])=[CH:52][CH:51]=1, predict the reactants needed to synthesize it. The reactants are: [CH3:1][C:2]([CH3:58])([CH2:10][C:11]([O:13][C@H:14]1[CH2:31][CH2:30][C@@:29]2([CH3:32])[C@@H:16]([CH2:17][CH2:18][C@:19]3([CH3:55])[C@@H:28]2[CH2:27][CH2:26][C@H:25]2[C@@:20]3([CH3:54])[CH2:21][CH2:22][C@@:23]3(/[CH:40]=[CH:41]/[C:42]([NH:44][C@H:45]([C:47]4[CH:52]=[CH:51][C:50]([Cl:53])=[CH:49][CH:48]=4)[CH3:46])=[O:43])[CH2:35][C:34](=[O:36])[C:33]([CH:37]([CH3:39])[CH3:38])=[C:24]32)[C:15]1([CH3:57])[CH3:56])=[O:12])[C:3]([O:5]C(C)(C)C)=[O:4].[C:59]([OH:65])([C:61]([F:64])([F:63])[F:62])=[O:60].CC#N. (5) Given the product [Cl:1][C:2]1[C:3]([C:21]2[C:29]3[C:24](=[CH:25][CH:26]=[CH:27][CH:28]=3)[N:23]([CH3:30])[CH:22]=2)=[N:4][C:5]([NH:8][C:9]2[CH:14]=[C:13]([N+:15]([O-:17])=[O:16])[C:12]([N:35]3[CH2:36][CH2:37][C@@H:33]([N:32]([CH3:38])[CH3:31])[CH2:34]3)=[CH:11][C:10]=2[O:19][CH3:20])=[N:6][CH:7]=1, predict the reactants needed to synthesize it. The reactants are: [Cl:1][C:2]1[C:3]([C:21]2[C:29]3[C:24](=[CH:25][CH:26]=[CH:27][CH:28]=3)[N:23]([CH3:30])[CH:22]=2)=[N:4][C:5]([NH:8][C:9]2[CH:14]=[C:13]([N+:15]([O-:17])=[O:16])[C:12](F)=[CH:11][C:10]=2[O:19][CH3:20])=[N:6][CH:7]=1.[CH3:31][N:32]([CH3:38])[C@@H:33]1[CH2:37][CH2:36][NH:35][CH2:34]1. (6) Given the product [CH2:60]([O:52][C:50](=[O:51])[CH:49]=[CH:48][C:37]1[CH:38]=[CH:39][C:40]([CH2:42][N:43]2[CH:47]=[CH:46][CH:45]=[N:44]2)=[CH:41][C:36]=1[N:53]1[CH2:58][CH2:57][N:56]([C:9](=[O:30])[C:14]2[CH:15]=[CH:16][CH:17]=[CH:18][CH:19]=2)[CH2:55][CH2:54]1)[CH3:61], predict the reactants needed to synthesize it. The reactants are: C1(P(C2CCCCC2)C2C=CC=C[C:9]=2[C:14]2[CH:19]=[CH:18][CH:17]=[CH:16][C:15]=2N(C)C)CCCCC1.C(=O)([O-])[O-:30].[Cs+].[Cs+].I[C:36]1[CH:41]=[C:40]([CH2:42][N:43]2[CH:47]=[CH:46][CH:45]=[N:44]2)[CH:39]=[CH:38][C:37]=1[CH:48]=[CH:49][C:50]([OH:52])=[O:51].[NH:53]1[CH2:58][CH2:57][NH:56][CH2:55][CH2:54]1.O1CCO[CH2:61][CH2:60]1.